This data is from Forward reaction prediction with 1.9M reactions from USPTO patents (1976-2016). The task is: Predict the product of the given reaction. (1) Given the reactants [F:1][C:2]1[CH:7]=[CH:6][C:5]([C@H:8]([NH:10][C@H:11]2[CH2:15][CH2:14][C@@H:13]([C:16]3[CH:17]=[N:18][C:19](F)=[CH:20][CH:21]=3)[CH2:12]2)[CH3:9])=[CH:4][C:3]=1[O:23][CH3:24].Cl.[NH2:26][CH2:27][CH2:28][S:29]([NH2:32])(=[O:31])=[O:30], predict the reaction product. The product is: [F:1][C:2]1[CH:7]=[CH:6][C:5]([C@H:8]([NH:10][C@H:11]2[CH2:15][CH2:14][C@@H:13]([C:16]3[CH:21]=[CH:20][C:19]([NH:26][CH2:27][CH2:28][S:29]([NH2:32])(=[O:31])=[O:30])=[N:18][CH:17]=3)[CH2:12]2)[CH3:9])=[CH:4][C:3]=1[O:23][CH3:24]. (2) Given the reactants C[O:2][C:3]([C:5]1[CH:6]=[CH:7][C:8]([N:11]2[CH2:28][CH2:27][C:14]3([CH2:19][CH2:18][N:17]([C:20]([O:22]C(C)(C)C)=[O:21])[CH2:16][CH2:15]3)[CH2:13][CH2:12]2)=[N:9][CH:10]=1)=O.CCN(CC)CC.C(Cl)(O[CH2:39][C:40]1[CH:45]=[CH:44][CH:43]=[CH:42][CH:41]=1)=O.O[Li].O.C(Cl)CCl.[CH:54]1[CH:55]=[CH:56][C:57]2[N:62](O)N=[N:60][C:58]=2[CH:59]=1.C1(N)C=CC=CC=1N, predict the reaction product. The product is: [NH2:60][C:58]1[CH:59]=[CH:54][CH:55]=[CH:56][C:57]=1[NH:62][C:3]([C:5]1[CH:6]=[CH:7][C:8]([N:11]2[CH2:28][CH2:27][C:14]3([CH2:19][CH2:18][N:17]([C:20]([O:22][CH2:39][C:40]4[CH:45]=[CH:44][CH:43]=[CH:42][CH:41]=4)=[O:21])[CH2:16][CH2:15]3)[CH2:13][CH2:12]2)=[N:9][CH:10]=1)=[O:2]. (3) Given the reactants [Br:1][C:2]1[CH:7]=[CH:6][C:5]([NH:8][C:9]([C:11]2[N:12](COCC[Si](C)(C)C)[C:13]([C:18]([OH:21])([CH3:20])[CH3:19])=[C:14]([C:16]#[N:17])[N:15]=2)=[O:10])=[C:4]([C:30]2[CH2:35][CH2:34][CH2:33][CH2:32][CH:31]=2)[CH:3]=1.[F-].CCOC(C)=O, predict the reaction product. The product is: [Br:1][C:2]1[CH:7]=[CH:6][C:5]([NH:8][C:9]([C:11]2[NH:12][C:13]([C:18]([OH:21])([CH3:20])[CH3:19])=[C:14]([C:16]#[N:17])[N:15]=2)=[O:10])=[C:4]([C:30]2[CH2:35][CH2:34][CH2:33][CH2:32][CH:31]=2)[CH:3]=1. (4) The product is: [Br:12][C:13]1[CH:14]=[CH:15][C:16]([N:19]([C:20](=[O:29])/[CH:21]=[CH:22]/[C:23]2[CH:24]=[CH:25][CH:26]=[CH:27][CH:28]=2)[CH2:30][C:31]([N:44]2[CH2:45][CH2:46][C@H:42]([NH:41][C:39](=[O:40])[O:38][C:34]([CH3:36])([CH3:35])[CH3:37])[CH2:43]2)=[O:33])=[CH:17][CH:18]=1. Given the reactants C(N=C=NCCCN(C)C)C.[Br:12][C:13]1[CH:18]=[CH:17][C:16]([N:19]([CH2:30][C:31]([OH:33])=O)[C:20](=[O:29])/[CH:21]=[CH:22]/[C:23]2[CH:28]=[CH:27][CH:26]=[CH:25][CH:24]=2)=[CH:15][CH:14]=1.[C:34]([O:38][C:39]([NH:41][C@H:42]1[CH2:46][CH2:45][NH:44][CH2:43]1)=[O:40])([CH3:37])([CH3:36])[CH3:35].ON1C2N=CC=CC=2N=N1.CN1CCOCC1, predict the reaction product. (5) Given the reactants I[C:2]1[CH:11]=[C:10]2[C:5]([CH:6]=[C:7]([C:13]3[CH:18]=[CH:17][CH:16]=[CH:15][C:14]=3[C:19]([F:22])([F:21])[F:20])[NH:8][C:9]2=[O:12])=[CH:4][CH:3]=1.[NH:23]1[CH2:26][CH2:25][C:24]1=[O:27].P([O-])([O-])([O-])=O.[K+].[K+].[K+].CNCCNC.[Cl-].[NH4+], predict the reaction product. The product is: [O:27]=[C:24]1[CH2:25][CH2:26][N:23]1[C:2]1[CH:11]=[C:10]2[C:5]([CH:6]=[C:7]([C:13]3[CH:18]=[CH:17][CH:16]=[CH:15][C:14]=3[C:19]([F:22])([F:21])[F:20])[NH:8][C:9]2=[O:12])=[CH:4][CH:3]=1. (6) Given the reactants C1CO[C@:5]2([C@:22]3([CH3:23])[C@H:8]([C@H:9]4[C@H:19]([CH2:20][CH2:21]3)[C@:17]3([CH3:18])[C@H:12]([CH2:13][C@@H:14]([O:24][C:25](=[O:32])[C:26]5[CH:31]=[CH:30][CH:29]=[CH:28][CH:27]=5)[CH2:15][CH2:16]3)[CH2:11][C@H:10]4[OH:33])[CH2:7][CH2:6]2)[CH:3]([CH3:4])[O:2]1.O.C1(C)C=CC(S(O)(=O)=O)=CC=1.O, predict the reaction product. The product is: [OH:33][C@@H:10]1[CH2:11][C@@H:12]2[C@:17]([CH3:18])([CH2:16][CH2:15][C@H:14]([O:24][C:25](=[O:32])[C:26]3[CH:31]=[CH:30][CH:29]=[CH:28][CH:27]=3)[CH2:13]2)[C@@H:19]2[C@@H:9]1[C@H:8]1[C@:22]([CH3:23])([CH2:21][CH2:20]2)[C@@H:5]([C:3](=[O:2])[CH3:4])[CH2:6][CH2:7]1. (7) Given the reactants C(OC([NH:11][C@@H:12]1[C:15](=[O:16])[NH:14][C@@H:13]1[CH2:17][N:18]1[CH:22]=[CH:21][N:20]([C:23]([O:25][C:26]([CH3:29])([CH3:28])[CH3:27])=[O:24])[C:19]1=[O:30])=O)C1C=CC=CC=1, predict the reaction product. The product is: [NH2:11][C@@H:12]1[C:15](=[O:16])[NH:14][C@@H:13]1[CH2:17][N:18]1[CH:22]=[CH:21][N:20]([C:23]([O:25][C:26]([CH3:28])([CH3:27])[CH3:29])=[O:24])[C:19]1=[O:30]. (8) Given the reactants [C:1]([C:5]1[NH:10][C:9]2[NH:11][CH:12]=[CH:13][C:8]=2[C:7](=O)[N:6]=1)([CH3:4])([CH3:3])[CH3:2].O=P(Cl)(Cl)[Cl:17], predict the reaction product. The product is: [C:1]([C:5]1[N:6]=[C:7]([Cl:17])[C:8]2[CH:13]=[CH:12][NH:11][C:9]=2[N:10]=1)([CH3:4])([CH3:3])[CH3:2]. (9) The product is: [CH2:27]([O:26][P:25]([CH2:30][CH2:31][CH2:32][C:33]1[CH:34]=[C:35]([CH3:42])[C:36]([C:40]2[NH:1][C:2]3[CH:3]=[C:4]([C:5](=[O:6])[NH:7][C:8]4[CH:17]=[CH:16][C:15]5[C:10](=[CH:11][CH:12]=[CH:13][CH:14]=5)[N:9]=4)[CH:18]=[CH:19][C:20]=3[N:21]=2)=[C:37]([CH3:39])[CH:38]=1)(=[O:29])[O:24][CH2:22][CH3:23])[CH3:28]. Given the reactants [NH2:1][C:2]1[CH:3]=[C:4]([CH:18]=[CH:19][C:20]=1[NH2:21])[C:5]([NH:7][C:8]1[CH:17]=[CH:16][C:15]2[C:10](=[CH:11][CH:12]=[CH:13][CH:14]=2)[N:9]=1)=[O:6].[CH2:22]([O:24][P:25]([CH2:30]/[CH:31]=[CH:32]/[C:33]1[CH:38]=[C:37]([CH3:39])[C:36]([CH:40]=O)=[C:35]([CH3:42])[CH:34]=1)(=[O:29])[O:26][CH2:27][CH3:28])[CH3:23], predict the reaction product.